This data is from Merck oncology drug combination screen with 23,052 pairs across 39 cell lines. The task is: Regression. Given two drug SMILES strings and cell line genomic features, predict the synergy score measuring deviation from expected non-interaction effect. (1) Drug 1: CN1C(=O)C=CC2(C)C3CCC4(C)C(NC(=O)OCC(F)(F)F)CCC4C3CCC12. Drug 2: COc1cccc2c1C(=O)c1c(O)c3c(c(O)c1C2=O)CC(O)(C(=O)CO)CC3OC1CC(N)C(O)C(C)O1. Cell line: LNCAP. Synergy scores: synergy=-3.74. (2) Drug 1: N#Cc1ccc(Cn2cncc2CN2CCN(c3cccc(Cl)c3)C(=O)C2)cc1. Drug 2: CCC1(O)C(=O)OCc2c1cc1n(c2=O)Cc2cc3c(CN(C)C)c(O)ccc3nc2-1. Cell line: EFM192B. Synergy scores: synergy=9.49. (3) Drug 1: CCN(CC)CCNC(=O)c1c(C)[nH]c(C=C2C(=O)Nc3ccc(F)cc32)c1C. Drug 2: COC1=C2CC(C)CC(OC)C(O)C(C)C=C(C)C(OC(N)=O)C(OC)C=CC=C(C)C(=O)NC(=CC1=O)C2=O. Cell line: SKMEL30. Synergy scores: synergy=2.92. (4) Drug 1: O=C(CCCCCCC(=O)Nc1ccccc1)NO. Drug 2: CNC(=O)c1cc(Oc2ccc(NC(=O)Nc3ccc(Cl)c(C(F)(F)F)c3)cc2)ccn1. Cell line: UACC62. Synergy scores: synergy=-8.93.